This data is from Full USPTO retrosynthesis dataset with 1.9M reactions from patents (1976-2016). The task is: Predict the reactants needed to synthesize the given product. (1) The reactants are: [Cl:1][CH2:2][CH2:3][N:4]=[C:5]=[O:6].[CH3:7][C:8]1[CH:16]=[C:15]2[C:11]([CH2:12][CH2:13][CH:14]2[NH2:17])=[CH:10][CH:9]=1. Given the product [Cl:1][CH2:2][CH2:3][NH:4][C:5]([NH:17][CH:14]1[C:15]2[C:11](=[CH:10][CH:9]=[C:8]([CH3:7])[CH:16]=2)[CH2:12][CH2:13]1)=[O:6], predict the reactants needed to synthesize it. (2) Given the product [N:1]1[CH:6]=[CH:5][C:4]([CH2:7][CH2:8][CH2:9][CH2:10][N:11]2[CH2:18][CH:17]3[O:19][CH:13]([CH2:14][NH:15][CH2:16]3)[CH2:12]2)=[CH:3][CH:2]=1, predict the reactants needed to synthesize it. The reactants are: [N:1]1[CH:6]=[CH:5][C:4]([CH2:7][CH2:8][CH2:9][CH2:10][N:11]2[CH2:18][CH:17]3[O:19][CH:13]([CH2:14][N:15](C(OC(C)(C)C)=O)[CH2:16]3)[CH2:12]2)=[CH:3][CH:2]=1.Cl. (3) Given the product [C:14]([C:18]1[CH:19]=[C:20]([NH:21][C:12]([NH2:11])=[S:13])[CH:22]=[CH:23][CH:24]=1)([CH3:17])([CH3:15])[CH3:16], predict the reactants needed to synthesize it. The reactants are: C(Cl)(=O)C1C=CC=CC=1.[NH4+].[N:11]#[C:12][S-:13].[C:14]([C:18]1[CH:19]=[C:20]([CH:22]=[CH:23][CH:24]=1)[NH2:21])([CH3:17])([CH3:16])[CH3:15]. (4) Given the product [F:1][C:2]1[CH:7]=[CH:6][CH:5]=[CH:4][C:3]=1[NH:8][C:9](=[O:10])[NH:11][C:12]1[CH:17]=[CH:16][C:15]([C:18]2[CH:22]=[C:21]([C:23](=[S:33])[NH:24][C@H:25]([CH:30]([CH3:31])[CH3:32])[C:26]([O:28][CH3:29])=[O:27])[O:20][N:19]=2)=[CH:14][CH:13]=1, predict the reactants needed to synthesize it. The reactants are: [F:1][C:2]1[CH:7]=[CH:6][CH:5]=[CH:4][C:3]=1[N:8]=[C:9]=[O:10].[NH2:11][C:12]1[CH:17]=[CH:16][C:15]([C:18]2[CH:22]=[C:21]([C:23](=[S:33])[NH:24][C@H:25]([CH:30]([CH3:32])[CH3:31])[C:26]([O:28][CH3:29])=[O:27])[O:20][N:19]=2)=[CH:14][CH:13]=1. (5) Given the product [C:18]([O:22][C:23]([N:25]1[CH2:30][CH2:29][N:28]([C:31]([O:33][CH2:34][C:35]2[CH:40]=[CH:39][CH:38]=[CH:37][CH:36]=2)=[O:32])[CH2:27][CH:26]1[C:41](=[O:43])[N:15]([O:16][CH3:17])[CH3:14])=[O:24])([CH3:21])([CH3:20])[CH3:19], predict the reactants needed to synthesize it. The reactants are: Cl.CN(C)CCCN=C=NCC.Cl.[CH3:14][NH:15][O:16][CH3:17].[C:18]([O:22][C:23]([N:25]1[CH2:30][CH2:29][N:28]([C:31]([O:33][CH2:34][C:35]2[CH:40]=[CH:39][CH:38]=[CH:37][CH:36]=2)=[O:32])[CH2:27][C@H:26]1[C:41]([OH:43])=O)=[O:24])([CH3:21])([CH3:20])[CH3:19].ON1C2C=CC=CC=2N=N1.C(N(CC)C(C)C)(C)C. (6) Given the product [CH3:15][NH:16][S:2]([C:5]1[CH:6]=[C:7]2[C:11](=[CH:12][CH:13]=1)[NH:10][C:9](=[O:14])[CH2:8]2)(=[O:4])=[O:3], predict the reactants needed to synthesize it. The reactants are: Cl[S:2]([C:5]1[CH:6]=[C:7]2[C:11](=[CH:12][CH:13]=1)[NH:10][C:9](=[O:14])[CH2:8]2)(=[O:4])=[O:3].[CH3:15][NH2:16]. (7) Given the product [ClH:45].[ClH:45].[C:1]1([S:7][C:8]2[C:9]([NH:24][C:25]3[S:29][N:28]=[C:27]([CH:30]4[CH2:35][CH2:34][NH:33][CH2:32][CH2:31]4)[N:26]=3)=[N:10][CH:11]=[C:12]([S:14][C:15]3[CH:20]=[CH:19][N:18]=[C:17]4[CH:21]=[CH:22][S:23][C:16]=34)[CH:13]=2)[CH:2]=[CH:3][CH:4]=[CH:5][CH:6]=1, predict the reactants needed to synthesize it. The reactants are: [C:1]1([S:7][C:8]2[C:9]([NH:24][C:25]3[S:29][N:28]=[C:27]([CH:30]4[CH2:35][CH2:34][N:33](C(OC(C)(C)C)=O)[CH2:32][CH2:31]4)[N:26]=3)=[N:10][CH:11]=[C:12]([S:14][C:15]3[CH:20]=[CH:19][N:18]=[C:17]4[CH:21]=[CH:22][S:23][C:16]=34)[CH:13]=2)[CH:6]=[CH:5][CH:4]=[CH:3][CH:2]=1.CO.[ClH:45]. (8) Given the product [Cl:17][C:14]1[CH:13]=[CH:12][C:11]2[C:16](=[C:7]([C:18]([OH:20])=[O:19])[CH:8]=[CH:9][CH:10]=2)[N:15]=1, predict the reactants needed to synthesize it. The reactants are: [Li]CCCC.Br[C:7]1[CH:8]=[CH:9][CH:10]=[C:11]2[C:16]=1[N:15]=[C:14]([Cl:17])[CH:13]=[CH:12]2.[C:18](=[O:20])=[O:19].